This data is from Orexin1 receptor HTS with 218,158 compounds and 233 confirmed actives. The task is: Binary Classification. Given a drug SMILES string, predict its activity (active/inactive) in a high-throughput screening assay against a specified biological target. (1) The drug is S\1C(N2CCOCC2)=NC(=O)C1=C\C(=C\c1ccccc1)C. The result is 1 (active). (2) The molecule is Fc1c(COc2c(CNc3ccc(O)cc3)cccc2)cccc1. The result is 0 (inactive).